This data is from NCI-60 drug combinations with 297,098 pairs across 59 cell lines. The task is: Regression. Given two drug SMILES strings and cell line genomic features, predict the synergy score measuring deviation from expected non-interaction effect. (1) Drug 1: CS(=O)(=O)C1=CC(=C(C=C1)C(=O)NC2=CC(=C(C=C2)Cl)C3=CC=CC=N3)Cl. Drug 2: C1=NC2=C(N1)C(=S)N=C(N2)N. Cell line: EKVX. Synergy scores: CSS=33.6, Synergy_ZIP=-8.07, Synergy_Bliss=-2.19, Synergy_Loewe=-3.62, Synergy_HSA=0.228. (2) Drug 1: CN(C)N=NC1=C(NC=N1)C(=O)N. Drug 2: CCC1(CC2CC(C3=C(CCN(C2)C1)C4=CC=CC=C4N3)(C5=C(C=C6C(=C5)C78CCN9C7C(C=CC9)(C(C(C8N6C)(C(=O)OC)O)OC(=O)C)CC)OC)C(=O)OC)O.OS(=O)(=O)O. Cell line: HL-60(TB). Synergy scores: CSS=60.0, Synergy_ZIP=11.8, Synergy_Bliss=9.93, Synergy_Loewe=-18.3, Synergy_HSA=8.74.